This data is from Full USPTO retrosynthesis dataset with 1.9M reactions from patents (1976-2016). The task is: Predict the reactants needed to synthesize the given product. (1) Given the product [CH:11]([C:13]1[CH2:18][CH2:17][CH2:16][CH2:15][C:14]=1[C:19]1[CH:24]=[CH:23][C:22]([NH:25][C:26](=[O:35])[C:27]2[C:32]([F:33])=[CH:31][CH:30]=[CH:29][C:28]=2[F:34])=[CH:21][CH:20]=1)=[CH2:1], predict the reactants needed to synthesize it. The reactants are: [CH3:1][Si](C)(C)N[Si](C)(C)C.[Na].[CH:11]([C:13]1[CH2:18][CH2:17][CH2:16][CH2:15][C:14]=1[C:19]1[CH:24]=[CH:23][C:22]([NH:25][C:26](=[O:35])[C:27]2[C:32]([F:33])=[CH:31][CH:30]=[CH:29][C:28]=2[F:34])=[CH:21][CH:20]=1)=O. (2) Given the product [F:34][C:33]([F:36])([F:35])[C:31]([OH:37])=[O:32].[N:1]1([C:10](=[O:30])/[CH:11]=[CH:12]/[C@@H:13]([NH:16][C:17]([C@@H:19]2[CH2:22][CH2:21][NH:20]2)=[O:18])[CH2:14][CH3:15])[C:9]2[C:4](=[CH:5][CH:6]=[CH:7][CH:8]=2)[CH2:3][CH2:2]1, predict the reactants needed to synthesize it. The reactants are: [N:1]1([C:10](=[O:30])/[CH:11]=[CH:12]/[C@@H:13]([NH:16][C:17]([C@@H:19]2[CH2:22][CH2:21][N:20]2C(OC(C)(C)C)=O)=[O:18])[CH2:14][CH3:15])[C:9]2[C:4](=[CH:5][CH:6]=[CH:7][CH:8]=2)[CH2:3][CH2:2]1.[C:31]([OH:37])([C:33]([F:36])([F:35])[F:34])=[O:32]. (3) Given the product [CH2:18]([O:25][C:2]1[CH:3]=[N:4][C:5]([N:8]2[CH2:13][CH2:12][N:11]([S:14]([CH3:17])(=[O:16])=[O:15])[CH2:10][CH2:9]2)=[N:6][CH:7]=1)[C:19]1[CH:24]=[CH:23][CH:22]=[CH:21][CH:20]=1, predict the reactants needed to synthesize it. The reactants are: I[C:2]1[CH:3]=[N:4][C:5]([N:8]2[CH2:13][CH2:12][N:11]([S:14]([CH3:17])(=[O:16])=[O:15])[CH2:10][CH2:9]2)=[N:6][CH:7]=1.[CH2:18]([OH:25])[C:19]1[CH:24]=[CH:23][CH:22]=[CH:21][CH:20]=1.N1C2C(=CC=C3C=2N=CC=C3)C=CC=1.C(=O)([O-])[O-].[Cs+].[Cs+]. (4) Given the product [Cl:1][C:2]1[CH:3]=[C:4]([CH:7]=[C:8]([O:10][C:11]2[CH:16]=[C:15]([CH2:17][CH2:18][C:19]3[C:27]4[C:22](=[N:23][C:24]([F:28])=[CH:25][CH:26]=4)[N:21]([CH2:29][C:30]4[CH:31]=[CH:32][C:33]([O:36][CH3:37])=[CH:34][CH:35]=4)[N:20]=3)[N:14]=[C:13]([O:38][CH3:39])[C:12]=2[Cl:40])[CH:9]=1)[C:5]#[N:6], predict the reactants needed to synthesize it. The reactants are: [Cl:1][C:2]1[CH:3]=[C:4]([CH:7]=[C:8]([O:10][C:11]2[CH:16]=[C:15](/[CH:17]=[CH:18]/[C:19]3[C:27]4[C:22](=[N:23][C:24]([F:28])=[CH:25][CH:26]=4)[N:21]([CH2:29][C:30]4[CH:35]=[CH:34][C:33]([O:36][CH3:37])=[CH:32][CH:31]=4)[N:20]=3)[N:14]=[C:13]([O:38][CH3:39])[C:12]=2[Cl:40])[CH:9]=1)[C:5]#[N:6].[H][H]. (5) Given the product [F:18][C:16]1[CH:17]=[C:12]([CH:9]2[CH2:8][CH2:7][CH:6]([CH:5]=[O:4])[CH2:11][CH2:10]2)[CH:13]=[C:14]([F:20])[C:15]=1[I:19], predict the reactants needed to synthesize it. The reactants are: C1O[CH:5]([CH:6]2[CH2:11][CH2:10][CH:9]([C:12]3[CH:17]=[C:16]([F:18])[C:15]([I:19])=[C:14]([F:20])[CH:13]=3)[CH2:8][CH2:7]2)[O:4]C1C.C(O)=O.